From a dataset of TCR-epitope binding with 47,182 pairs between 192 epitopes and 23,139 TCRs. Binary Classification. Given a T-cell receptor sequence (or CDR3 region) and an epitope sequence, predict whether binding occurs between them. (1) The epitope is KTWGQYWQV. The TCR CDR3 sequence is CASSLDGGPYEQYF. Result: 0 (the TCR does not bind to the epitope). (2) The epitope is GLCTLVAML. The TCR CDR3 sequence is CASSLVRGGNEQFF. Result: 1 (the TCR binds to the epitope). (3) The epitope is FTISVTTEIL. The TCR CDR3 sequence is CASSLITSGGYNEQFF. Result: 1 (the TCR binds to the epitope). (4) The epitope is RAKFKQLL. The TCR CDR3 sequence is CASSLIASGGYNEQFF. Result: 1 (the TCR binds to the epitope).